This data is from Full USPTO retrosynthesis dataset with 1.9M reactions from patents (1976-2016). The task is: Predict the reactants needed to synthesize the given product. (1) Given the product [C:58]([NH:57][CH2:56][CH2:55][NH:54][C:17]([C:16]1[CH:15]=[N:14][N:11]2[C:12]([CH3:13])=[C:7]([CH2:6][C:5]3[CH:20]=[CH:21][C:2]([F:1])=[C:3]([O:22][C:23]([F:26])([F:25])[F:24])[CH:4]=3)[CH:8]=[N:9][C:10]=12)=[O:18])(=[O:60])[CH3:59], predict the reactants needed to synthesize it. The reactants are: [F:1][C:2]1[CH:21]=[CH:20][C:5]([CH2:6][C:7]2[CH:8]=[N:9][C:10]3[N:11]([N:14]=[CH:15][C:16]=3[C:17](O)=[O:18])[C:12]=2[CH3:13])=[CH:4][C:3]=1[O:22][C:23]([F:26])([F:25])[F:24].CCCP1(OP(CCC)(=O)OP(CCC)(=O)O1)=O.C(N(CC)C(C)C)(C)C.[NH2:54][CH2:55][CH2:56][NH:57][C:58](=[O:60])[CH3:59]. (2) Given the product [NH2:1][C:2]1[N:7]=[C:6]([N:8]2[C@H:13]([CH3:14])[CH2:12][CH2:11][C@H:10]([C:15]([NH:17][CH2:18][C:19]3[CH:24]=[CH:23][C:22]([F:25])=[CH:21][CH:20]=3)=[O:16])[CH2:9]2)[CH:5]=[C:4]([C:26]2[CH:27]=[C:28]3[C:29]([C:32]([NH2:33])=[N:47][NH:48]3)=[CH:30][CH:31]=2)[N:3]=1, predict the reactants needed to synthesize it. The reactants are: [NH2:1][C:2]1[N:7]=[C:6]([N:8]2[C@H:13]([CH3:14])[CH2:12][CH2:11][C@H:10]([C:15]([NH:17][CH2:18][C:19]3[CH:24]=[CH:23][C:22]([F:25])=[CH:21][CH:20]=3)=[O:16])[CH2:9]2)[CH:5]=[C:4]([C:26]2[CH:31]=[CH:30][C:29]([C:32]#[N:33])=[C:28](F)[CH:27]=2)[N:3]=1.CCO.CCN(C(C)C)C(C)C.[NH2:47][NH2:48]. (3) Given the product [C:7]([O:11][C:12]([NH:14][C@H:15]1[CH2:20][CH2:19][CH2:18][CH2:17][C@H:16]1[NH:21][C:22]1[N:27]=[C:26]([C:45]2[CH:44]=[N:43][N:42]([CH3:41])[CH:46]=2)[C:25]2[C:29](=[O:39])[N:30]([C:32]([O:34][C:35]([CH3:38])([CH3:37])[CH3:36])=[O:33])[CH2:31][C:24]=2[C:23]=1[F:40])=[O:13])([CH3:10])([CH3:9])[CH3:8], predict the reactants needed to synthesize it. The reactants are: CC(N(C)C)=O.[C:7]([O:11][C:12]([NH:14][C@H:15]1[CH2:20][CH2:19][CH2:18][CH2:17][C@H:16]1[NH:21][C:22]1[N:27]=[C:26](Cl)[C:25]2[C:29](=[O:39])[N:30]([C:32]([O:34][C:35]([CH3:38])([CH3:37])[CH3:36])=[O:33])[CH2:31][C:24]=2[C:23]=1[F:40])=[O:13])([CH3:10])([CH3:9])[CH3:8].[CH3:41][N:42]1[CH:46]=[C:45](B2OC(C)(C)C(C)(C)O2)[CH:44]=[N:43]1.C(=O)([O-])[O-].[K+].[K+]. (4) The reactants are: [F:1][C:2]1[CH:7]=[CH:6][C:5]([S:8]([CH:11]2[CH2:16][CH2:15][N:14](C(OC(C)(C)C)=O)[CH2:13][CH2:12]2)(=[O:10])=[O:9])=[CH:4][CH:3]=1.[ClH:24]. Given the product [F:1][C:2]1[CH:3]=[CH:4][C:5]([S:8]([CH:11]2[CH2:16][CH2:15][NH:14][CH2:13][CH2:12]2)(=[O:9])=[O:10])=[CH:6][CH:7]=1.[ClH:24], predict the reactants needed to synthesize it. (5) Given the product [Cl:1][C:2]1[CH:7]=[C:6]([N:14]2[CH2:15][C@@H:10]3[CH2:16][C@H:13]2[CH2:12][O:11]3)[CH:5]=[C:4]([Cl:9])[N:3]=1, predict the reactants needed to synthesize it. The reactants are: [Cl:1][C:2]1[CH:7]=[C:6](I)[CH:5]=[C:4]([Cl:9])[N:3]=1.[C@H:10]12[CH2:16][C@H:13]([NH:14][CH2:15]1)[CH2:12][O:11]2.C(=O)([O-])[O-].[Cs+].[Cs+].CC1(C)C2C(=C(P(C3C=CC=CC=3)C3C=CC=CC=3)C=CC=2)OC2C(P(C3C=CC=CC=3)C3C=CC=CC=3)=CC=CC1=2. (6) Given the product [CH3:27][N:3]1[C:2]([CH3:23])([CH3:1])[CH2:7][CH2:6][N:5]([C:8]2[CH:13]=[N:12][C:11]([C:14]#[C:15][C:16]3[CH:21]=[CH:20][CH:19]=[CH:18][CH:17]=3)=[CH:10][N:9]=2)[C:4]1=[O:22], predict the reactants needed to synthesize it. The reactants are: [CH3:1][C:2]1([CH3:23])[CH2:7][CH2:6][N:5]([C:8]2[CH:13]=[N:12][C:11]([C:14]#[C:15][C:16]3[CH:21]=[CH:20][CH:19]=[CH:18][CH:17]=3)=[CH:10][N:9]=2)[C:4](=[O:22])[NH:3]1.[H-].[Na+].I[CH3:27].